Predict the reactants needed to synthesize the given product. From a dataset of Full USPTO retrosynthesis dataset with 1.9M reactions from patents (1976-2016). (1) The reactants are: [NH2:1][C:2]1[CH:7]=[CH:6][N:5]([C@H:8]2[C@@:12]([OH:14])([CH3:13])[C@H:11]([F:15])[C@@H:10]([CH2:16][OH:17])[O:9]2)[C:4](=[O:18])[N:3]=1.C([Mg]Cl)(C)(C)C.[C:25]1([O:35][P:36]([NH:48][C@@H:49]([CH3:58])[C:50]([O:52][CH2:53][C:54]([CH3:57])([CH3:56])[CH3:55])=[O:51])(OC2C=CC([N+]([O-])=O)=CC=2)=[O:37])[C:34]2[C:29](=[CH:30][CH:31]=[CH:32][CH:33]=2)[CH:28]=[CH:27][CH:26]=1. Given the product [NH2:1][C:2]1[CH:7]=[CH:6][N:5]([C@@H:8]2[O:9][C@H:10]([CH2:16][O:17][C:26]3[CH:27]=[CH:28][C:29]4[C:34](=[CH:33][CH:32]=[CH:31][CH:30]=4)[C:25]=3[O:35][P:36](=[N:48][C@@H:49]([CH3:58])[C:50]([O:52][CH2:53][C:54]([CH3:57])([CH3:56])[CH3:55])=[O:51])=[O:37])[C@@H:11]([F:15])[C@:12]2([OH:14])[CH3:13])[C:4](=[O:18])[N:3]=1, predict the reactants needed to synthesize it. (2) Given the product [Cl:1][C:2]1[CH:7]=[CH:6][C:5]([C:8]2[C:9]([O:17][CH2:18][CH2:19][O:20][CH3:21])=[N:10][CH:11]=[C:12]([CH:16]=2)[C:13]([NH:31][CH2:30][C:28]2[O:27][N:26]=[C:25]([C:24]([F:33])([F:32])[F:23])[N:29]=2)=[O:15])=[CH:4][C:3]=1[F:22], predict the reactants needed to synthesize it. The reactants are: [Cl:1][C:2]1[CH:7]=[CH:6][C:5]([C:8]2[C:9]([O:17][CH2:18][CH2:19][O:20][CH3:21])=[N:10][CH:11]=[C:12]([CH:16]=2)[C:13]([OH:15])=O)=[CH:4][C:3]=1[F:22].[F:23][C:24]([F:33])([F:32])[C:25]1[N:29]=[C:28]([CH2:30][NH2:31])[O:27][N:26]=1. (3) Given the product [CH:20]1([C:23]2[N:24]=[CH:25][N:26]([C:2]3[CH:7]=[CH:6][N:5]=[C:4]([C:8]([NH:10][C:11]4[CH:12]=[C:13]([C:16]([O:18][CH3:19])=[O:17])[S:14][CH:15]=4)=[O:9])[CH:3]=3)[CH:27]=2)[CH2:22][CH2:21]1, predict the reactants needed to synthesize it. The reactants are: F[C:2]1[CH:7]=[CH:6][N:5]=[C:4]([C:8]([NH:10][C:11]2[CH:12]=[C:13]([C:16]([O:18][CH3:19])=[O:17])[S:14][CH:15]=2)=[O:9])[CH:3]=1.[CH:20]1([C:23]2[N:24]=[CH:25][NH:26][CH:27]=2)[CH2:22][CH2:21]1.C(=O)([O-])[O-].[Cs+].[Cs+]. (4) Given the product [CH:1]1([C:4]2[NH:8][N:7]=[C:6]([NH:9][C:10]3[C:15]([N+:16]([O-:18])=[O:17])=[CH:14][C:13]([F:19])=[C:12]([NH:31][C@H:29]([C:26]4[CH:27]=[CH:28][C:23]([F:22])=[CH:24][CH:25]=4)[CH3:30])[C:11]=3[F:21])[CH:5]=2)[CH2:2][CH2:3]1, predict the reactants needed to synthesize it. The reactants are: [CH:1]1([C:4]2[NH:8][N:7]=[C:6]([NH:9][C:10]3[C:15]([N+:16]([O-:18])=[O:17])=[CH:14][C:13]([F:19])=[C:12](F)[C:11]=3[F:21])[CH:5]=2)[CH2:3][CH2:2]1.[F:22][C:23]1[CH:28]=[CH:27][C:26]([C@@H:29]([NH2:31])[CH3:30])=[CH:25][CH:24]=1.CCN(C(C)C)C(C)C. (5) Given the product [C:19]1([N:8]([C:5]2[CH:6]=[CH:7][C:2]([B:25]3[O:29][C:28]([CH3:31])([CH3:30])[C:27]([CH3:33])([CH3:32])[O:26]3)=[CH:3][CH:4]=2)[C:9]2[C:18]3[C:13](=[CH:14][CH:15]=[CH:16][CH:17]=3)[CH:12]=[CH:11][CH:10]=2)[CH:24]=[CH:23][CH:22]=[CH:21][CH:20]=1, predict the reactants needed to synthesize it. The reactants are: Br[C:2]1[CH:7]=[CH:6][C:5]([N:8]([C:19]2[CH:24]=[CH:23][CH:22]=[CH:21][CH:20]=2)[C:9]2[C:18]3[C:13](=[CH:14][CH:15]=[CH:16][CH:17]=3)[CH:12]=[CH:11][CH:10]=2)=[CH:4][CH:3]=1.[B:25]1([B:25]2[O:29][C:28]([CH3:31])([CH3:30])[C:27]([CH3:33])([CH3:32])[O:26]2)[O:29][C:28]([CH3:31])([CH3:30])[C:27]([CH3:33])([CH3:32])[O:26]1.CC([O-])=O.[K+].